Dataset: Blood-brain barrier permeability classification from the B3DB database. Task: Regression/Classification. Given a drug SMILES string, predict its absorption, distribution, metabolism, or excretion properties. Task type varies by dataset: regression for continuous measurements (e.g., permeability, clearance, half-life) or binary classification for categorical outcomes (e.g., BBB penetration, CYP inhibition). Dataset: b3db_classification. (1) The molecule is CC12CCC(=O)C=C1CCC1C2CCC2(C)C(O)CCC12. The result is 1 (penetrates BBB). (2) The compound is CN1C2CCC1CC(NC(=O)N1CC(C)(C)c3ccccc31)C2. The result is 1 (penetrates BBB).